This data is from Forward reaction prediction with 1.9M reactions from USPTO patents (1976-2016). The task is: Predict the product of the given reaction. (1) Given the reactants [CH3:1][O:2][C:3]([CH:5]1[CH2:10][CH2:9][CH2:8][CH:7]([C:11](O)=[O:12])[CH2:6]1)=[O:4].S(C)C, predict the reaction product. The product is: [OH:12][CH2:11][CH:7]1[CH2:8][CH2:9][CH2:10][CH:5]([C:3]([O:2][CH3:1])=[O:4])[CH2:6]1. (2) Given the reactants Cl[CH2:2][CH2:3][CH2:4][CH2:5][CH:6]1[CH2:11][CH:10]2[CH2:12][CH:7]1[CH:8]=[CH:9]2.[Mg].O1CCCC1.[Cl-].[NH4+].[CH3:21][C:22]([CH3:24])=[O:23], predict the reaction product. The product is: [CH3:21][C:22]([OH:23])([CH2:2][CH2:3][CH2:4][CH2:5][CH:6]1[CH2:11][CH:10]2[CH2:12][CH:7]1[CH:8]=[CH:9]2)[CH3:24]. (3) Given the reactants [C:1]([NH:4][C:5]1[CH:13]=[CH:12][CH:11]=[C:10]2[C:6]=1[CH:7]=[C:8]([CH3:20])[N:9]2[CH2:14][C:15]([O:17]CC)=[O:16])(=[O:3])[CH3:2].[OH-].[Na+].Cl, predict the reaction product. The product is: [C:1]([NH:4][C:5]1[CH:13]=[CH:12][CH:11]=[C:10]2[C:6]=1[CH:7]=[C:8]([CH3:20])[N:9]2[CH2:14][C:15]([OH:17])=[O:16])(=[O:3])[CH3:2].